This data is from Full USPTO retrosynthesis dataset with 1.9M reactions from patents (1976-2016). The task is: Predict the reactants needed to synthesize the given product. (1) Given the product [S:42]1[C:38]2[CH:37]=[CH:36][C:35]([C:21]3[CH:22]=[CH:23][C:18]([N:13]4[C:12]([CH2:11][C@@H:8]5[CH2:9][CH2:10][N:6]([C:4]([CH:1]6[CH2:3][CH2:2]6)=[O:5])[CH2:7]5)=[N:16][NH:15][C:14]4=[O:17])=[C:19]([F:33])[CH:20]=3)=[CH:43][C:39]=2[N:40]=[CH:41]1, predict the reactants needed to synthesize it. The reactants are: [CH:1]1([C:4]([N:6]2[CH2:10][CH2:9][C@@H:8]([CH2:11][C:12]3[N:13]([C:18]4[CH:23]=[CH:22][C:21](B5OC(C)(C)C(C)(C)O5)=[CH:20][C:19]=4[F:33])[C:14](=[O:17])[NH:15][N:16]=3)[CH2:7]2)=[O:5])[CH2:3][CH2:2]1.Br[C:35]1[CH:36]=[CH:37][C:38]2[S:42][CH:41]=[N:40][C:39]=2[CH:43]=1.C(=O)([O-])[O-].[K+].[K+]. (2) Given the product [C:1]([O:5][C@@H:6]([C:11]1[C:40]([CH3:41])=[CH:39][N:38]2[N:42]=[C:35]3[CH:36]=[C:37]2[C:12]=1[N:13]1[CH2:14][CH2:15][C:16]([CH3:49])([O:17][CH2:18][CH2:19][CH2:20][CH2:21][C@H:22]([CH3:46])[O:23][C:24]2[CH:25]=[CH:26][C:27]([C:44]#[N:45])=[CH:28][C:29]=2[C:30]2[CH:43]=[C:34]3[CH:33]=[CH:32][CH:31]=2)[CH2:47][CH2:48]1)[C:7]([OH:9])=[O:8])([CH3:4])([CH3:2])[CH3:3], predict the reactants needed to synthesize it. The reactants are: [C:1]([O:5][C@@H:6]([C:11]1[C:40]([CH3:41])=[CH:39][N:38]2[N:42]=[C:35]3[CH:36]=[C:37]2[C:12]=1[N:13]1[CH2:48][CH2:47][C:16]([CH3:49])([O:17][CH2:18][CH:19]=[CH:20][CH2:21][C@H:22]([CH3:46])[O:23][C:24]2[CH:25]=[CH:26][C:27]([C:44]#[N:45])=[CH:28][C:29]=2[C:30]2[CH:43]=[C:34]3[CH:33]=[CH:32][CH:31]=2)[CH2:15][CH2:14]1)[C:7]([O:9]C)=[O:8])([CH3:4])([CH3:3])[CH3:2].C1COCC1.[OH-].[Na+]. (3) Given the product [C:12]([O:11][C:9](=[O:10])[N:24]([C:25](=[O:27])[CH3:26])[C@H:22]([C:16]1[CH:17]=[CH:18][CH:19]=[CH:20][CH:21]=1)[CH3:23])([CH3:13])([CH3:14])[CH3:15], predict the reactants needed to synthesize it. The reactants are: [CH3:13][C:12]([O:11][C:9](O[C:9]([O:11][C:12]([CH3:15])([CH3:14])[CH3:13])=[O:10])=[O:10])([CH3:15])[CH3:14].[C:16]1([C@@H:22]([NH:24][C:25](=[O:27])[CH3:26])[CH3:23])[CH:21]=[CH:20][CH:19]=[CH:18][CH:17]=1. (4) Given the product [F:15][C:16]1[CH:22]=[CH:21][C:19]([NH:20][C:2]2[C:11]3[C:6](=[C:7]([N+:12]([O-:14])=[O:13])[CH:8]=[CH:9][CH:10]=3)[N:5]=[CH:4][N:3]=2)=[CH:18][C:17]=1[C:23]([F:24])([F:25])[F:26], predict the reactants needed to synthesize it. The reactants are: Cl[C:2]1[C:11]2[C:6](=[C:7]([N+:12]([O-:14])=[O:13])[CH:8]=[CH:9][CH:10]=2)[N:5]=[CH:4][N:3]=1.[F:15][C:16]1[CH:22]=[CH:21][C:19]([NH2:20])=[CH:18][C:17]=1[C:23]([F:26])([F:25])[F:24].O. (5) The reactants are: [NH2:1][C:2]1[C:7]([C:8]([OH:10])=O)=[CH:6][N:5]=[C:4]([C:11]2[C:19]3[C:14](=[N:15][CH:16]=[CH:17][CH:18]=3)[N:13]([CH2:20][C:21]3[CH:26]=[CH:25][CH:24]=[CH:23][C:22]=3[F:27])[N:12]=2)[N:3]=1.O[N:29]1C2C=CC=CC=2N=N1.Cl.CN(C)CCCN=C=NCC.[OH-].[NH4+]. Given the product [NH2:1][C:2]1[C:7]([C:8]([NH2:29])=[O:10])=[CH:6][N:5]=[C:4]([C:11]2[C:19]3[C:14](=[N:15][CH:16]=[CH:17][CH:18]=3)[N:13]([CH2:20][C:21]3[CH:26]=[CH:25][CH:24]=[CH:23][C:22]=3[F:27])[N:12]=2)[N:3]=1, predict the reactants needed to synthesize it.